This data is from Forward reaction prediction with 1.9M reactions from USPTO patents (1976-2016). The task is: Predict the product of the given reaction. (1) Given the reactants [C:1]1([C:7]#[C:8][C:9]2[C:17]3[C:12](=[N:13][CH:14]=[C:15]([C:18]4[CH:23]=[C:22]([O:24][CH3:25])[C:21]([O:26][CH3:27])=[C:20]([O:28][CH3:29])[CH:19]=4)[N:16]=3)[NH:11][CH:10]=2)[CH:6]=[CH:5][CH:4]=[CH:3][CH:2]=1.O.C1(C)C=CC(S(O)(=O)=[O:38])=CC=1.CO.CC(C)=O, predict the reaction product. The product is: [C:1]1([CH2:7][C:8]([C:9]2[C:17]3[C:12](=[N:13][CH:14]=[C:15]([C:18]4[CH:19]=[C:20]([O:28][CH3:29])[C:21]([O:26][CH3:27])=[C:22]([O:24][CH3:25])[CH:23]=4)[N:16]=3)[NH:11][CH:10]=2)=[O:38])[CH:2]=[CH:3][CH:4]=[CH:5][CH:6]=1. (2) The product is: [CH3:30][O:1][CH2:2][C:3]1([NH:18][C:19](=[O:25])[O:20][C:21]([CH3:22])([CH3:24])[CH3:23])[CH2:8][CH2:7][N:6]([C:9]2[C:10]([N+:15]([O-:17])=[O:16])=[N:11][CH:12]=[CH:13][CH:14]=2)[CH2:5][CH2:4]1. Given the reactants [OH:1][CH2:2][C:3]1([NH:18][C:19](=[O:25])[O:20][C:21]([CH3:24])([CH3:23])[CH3:22])[CH2:8][CH2:7][N:6]([C:9]2[C:10]([N+:15]([O-:17])=[O:16])=[N:11][CH:12]=[CH:13][CH:14]=2)[CH2:5][CH2:4]1.S(OC)(O[CH3:30])(=O)=O.[OH-].[Na+].[Cl-].C1(C[NH3+])C=CC=CC=1.[O-]S([O-])(=O)=O.[Mg+2], predict the reaction product. (3) Given the reactants [F:1][C:2]1[CH:3]=[CH:4][C:5]([O:17]CC2C=CC=CC=2)=[C:6]([B:8]2[O:12][C:11]([CH3:14])([CH3:13])[C:10]([CH3:16])([CH3:15])[O:9]2)[CH:7]=1, predict the reaction product. The product is: [F:1][C:2]1[CH:3]=[CH:4][C:5]([OH:17])=[C:6]([B:8]2[O:12][C:11]([CH3:14])([CH3:13])[C:10]([CH3:16])([CH3:15])[O:9]2)[CH:7]=1.